From a dataset of Catalyst prediction with 721,799 reactions and 888 catalyst types from USPTO. Predict which catalyst facilitates the given reaction. (1) Reactant: C([CH:5]1[C@@:9]2([CH2:13][C:12](=[O:14])[N:11]([C:15]3[CH:20]=[CH:19][CH:18]=[CH:17][CH:16]=3)[CH2:10]2)[CH2:8][C@@H:7]([C:21]([OH:23])=[O:22])[N:6]1[C:24](=[O:39])[C@@H:25]([NH:30][C:31]([O:33][CH:34]1[CH2:38][CH2:37][CH2:36][CH2:35]1)=[O:32])[C:26]([CH3:29])([CH3:28])[CH3:27])(C)(C)C.N1CCC[C@H]1C(O)=O.FC(F)(F)C(O)=O. Product: [CH:34]1([O:33][C:31]([NH:30][C@@H:25]([C:26]([CH3:29])([CH3:28])[CH3:27])[C:24]([N:6]2[C@H:7]([C:21]([OH:23])=[O:22])[CH2:8][C@@:9]3([CH2:13][C:12](=[O:14])[N:11]([C:15]4[CH:20]=[CH:19][CH:18]=[CH:17][CH:16]=4)[CH2:10]3)[CH2:5]2)=[O:39])=[O:32])[CH2:35][CH2:36][CH2:37][CH2:38]1. The catalyst class is: 2. (2) Reactant: [Cl:1][C:2]1[N:7]=[CH:6][C:5]([O:8][C:9]2[CH:10]=[C:11]([NH:15]C(=O)C)[CH:12]=[CH:13][CH:14]=2)=[CH:4][C:3]=1[F:19].Cl.[OH-].[Na+]. Product: [Cl:1][C:2]1[N:7]=[CH:6][C:5]([O:8][C:9]2[CH:10]=[C:11]([NH2:15])[CH:12]=[CH:13][CH:14]=2)=[CH:4][C:3]=1[F:19]. The catalyst class is: 8. (3) Reactant: Cl[C:2]1[N:11]=[C:10]([NH:12][CH2:13][CH2:14][C:15]2[CH:20]=[CH:19][CH:18]=[CH:17][N:16]=2)[C:9]2[C:4](=[CH:5][CH:6]=[CH:7][CH:8]=2)[N:3]=1.[CH3:21][C:22]1[C:27](B(O)O)=[CH:26][N:25]2[CH:31]=[CH:32][N:33]=[C:24]2[CH:23]=1.C(NC1C2C(=CC=CC=2)N=C(C2SC3C=CC=CC=3C=2)N=1)(C1C=CC=CC=1)C1C=CC=CC=1. Product: [CH3:21][C:22]1[C:27]([C:2]2[N:11]=[C:10]([NH:12][CH2:13][CH2:14][C:15]3[CH:20]=[CH:19][CH:18]=[CH:17][N:16]=3)[C:9]3[C:4](=[CH:5][CH:6]=[CH:7][CH:8]=3)[N:3]=2)=[CH:26][N:25]2[CH:31]=[CH:32][N:33]=[C:24]2[CH:23]=1. The catalyst class is: 147. (4) Reactant: [CH:1]([O:3][C@@H:4]1[CH2:21][CH2:20][C@@:19]2([CH3:22])[CH:6]([C@@H:7]([OH:24])[CH2:8][C@@H:9]3[C@@H:18]2[CH2:17][CH2:16][C@@:14]2([CH3:15])[C@H:10]3[CH2:11][CH2:12][C@@H:13]2[OH:23])[CH2:5]1)=[O:2].C[N+]1([O-])CCOCC1. Product: [CH:1]([O:3][C@@H:4]1[CH2:21][CH2:20][C@@:19]2([CH3:22])[CH:6]([C:7](=[O:24])[CH2:8][C@@H:9]3[C@@H:18]2[CH2:17][CH2:16][C@@:14]2([CH3:15])[C@H:10]3[CH2:11][CH2:12][C:13]2=[O:23])[CH2:5]1)=[O:2]. The catalyst class is: 862. (5) Reactant: Br[C:2]1[C:3](=[O:20])[C:4]([O:18][CH3:19])=[C:5]2[C:14](=[O:15])[N:13]([CH2:16][CH3:17])[CH2:12][CH:7]3[CH2:8][CH:9]([OH:11])[C:10]=1[N:6]23.CCN(C(C)C)C(C)C.[F:30][C:31]1[CH:36]=[C:35]([F:37])[CH:34]=[CH:33][C:32]=1[CH2:38][NH2:39].CS(C)=O.[CH3:44][OH:45]. Product: [F:30][C:31]1[CH:36]=[C:35]([F:37])[CH:34]=[CH:33][C:32]=1[CH2:38][NH:39][C:44]([C:2]1[C:3](=[O:20])[C:4]([O:18][CH3:19])=[C:5]2[C:14](=[O:15])[N:13]([CH2:16][CH3:17])[CH2:12][CH:7]3[CH2:8][CH:9]([OH:11])[C:10]=1[N:6]23)=[O:45]. The catalyst class is: 73. (6) Reactant: [Cl:1][C:2]1[CH:3]=[C:4]([C:26]([O:28]C)=[O:27])[C:5]([CH3:25])=[C:6]([CH:24]=1)[O:7][CH:8]1[CH2:13][CH2:12][N:11]([C:14]([O:16][CH2:17][C:18]2[CH:23]=[CH:22][CH:21]=[CH:20][CH:19]=2)=[O:15])[CH2:10][CH2:9]1.[OH-].[Na+].Cl. Product: [CH2:17]([O:16][C:14]([N:11]1[CH2:10][CH2:9][CH:8]([O:7][C:6]2[C:5]([CH3:25])=[C:4]([CH:3]=[C:2]([Cl:1])[CH:24]=2)[C:26]([OH:28])=[O:27])[CH2:13][CH2:12]1)=[O:15])[C:18]1[CH:19]=[CH:20][CH:21]=[CH:22][CH:23]=1. The catalyst class is: 193.